Dataset: Full USPTO retrosynthesis dataset with 1.9M reactions from patents (1976-2016). Task: Predict the reactants needed to synthesize the given product. (1) Given the product [CH:1]1[C:14]2[C:5](=[N:6][C:7]3[C:12]([C:13]=2[NH:15][C:16]2[CH:17]=[CH:18][C:19]([N:22]4[CH2:27][CH2:26][N:25]([CH:35]5[CH2:37][CH2:36]5)[CH2:24][CH2:23]4)=[CH:20][CH:21]=2)=[CH:11][CH:10]=[CH:9][CH:8]=3)[CH:4]=[CH:3][CH:2]=1, predict the reactants needed to synthesize it. The reactants are: [CH:1]1[C:14]2[C:5](=[N:6][C:7]3[C:12]([C:13]=2[NH:15][C:16]2[CH:21]=[CH:20][C:19]([N:22]4[CH2:27][CH2:26][NH:25][CH2:24][CH2:23]4)=[CH:18][CH:17]=2)=[CH:11][CH:10]=[CH:9][CH:8]=3)[CH:4]=[CH:3][CH:2]=1.C(O)(=O)C.C(O[C:35]1(O[Si](C)(C)C)[CH2:37][CH2:36]1)C.C([BH3-])#N.[Na+]. (2) Given the product [F:1][C:2]1[CH:28]=[CH:27][CH:26]=[C:25]([F:29])[C:3]=1[CH2:4][N:5]1[C:9]2[CH:10]=[CH:11][CH:12]=[C:13]([N+:14]([O-:16])=[O:15])[C:8]=2[N:7]=[C:6]1[C:17]1[C:22]([O:44][CH3:42])=[CH:21][CH:20]=[CH:19][C:18]=1[F:24], predict the reactants needed to synthesize it. The reactants are: [F:1][C:2]1[CH:28]=[CH:27][CH:26]=[C:25]([F:29])[C:3]=1[CH2:4][N:5]1[C:9]2[CH:10]=[CH:11][CH:12]=[C:13]([N+:14]([O-:16])=[O:15])[C:8]=2[N:7]=[C:6]1[C:17]1[C:22](F)=[CH:21][CH:20]=[CH:19][C:18]=1[F:24].FC1C=CC=C(F)C=1CBr.[H-].[Na+].[CH2:42]([O:44]C(=O)C)C.CCCCCC. (3) Given the product [Cl:1][C:2]1[C:11]2[C:6](=[CH:7][C:8]([F:13])=[CH:9][C:10]=2[F:12])[N:5]=[C:4]([C:14]2[CH:19]=[C:18]([CH3:20])[CH:17]=[CH:16][C:15]=2[S:26]([CH3:30])(=[O:28])=[O:25])[C:3]=1[CH3:23], predict the reactants needed to synthesize it. The reactants are: [Cl:1][C:2]1[C:11]2[C:6](=[CH:7][C:8]([F:13])=[CH:9][C:10]=2[F:12])[N:5]=[C:4]([C:14]2[CH:19]=[C:18]([CH3:20])[CH:17]=[CH:16][C:15]=2SC)[C:3]=1[CH3:23].O[O:25][S:26]([O-:28])=O.[K+].[CH2:30]1COCC1. (4) Given the product [CH3:12][C:13]1[CH:14]=[CH:15][C:16]([S:19]([CH2:22][C:23]2[CH:30]=[CH:29][CH:28]=[CH:27][C:24]=2/[CH:25]=[N:11]/[NH:10][C:8](=[O:9])[CH2:7][C:1]2[CH:6]=[CH:5][CH:4]=[CH:3][CH:2]=2)(=[O:21])=[O:20])=[CH:17][CH:18]=1, predict the reactants needed to synthesize it. The reactants are: [C:1]1([CH2:7][C:8]([NH:10][NH2:11])=[O:9])[CH:6]=[CH:5][CH:4]=[CH:3][CH:2]=1.[CH3:12][C:13]1[CH:18]=[CH:17][C:16]([S:19]([CH2:22][C:23]2[CH:30]=[CH:29][CH:28]=[CH:27][C:24]=2[CH:25]=O)(=[O:21])=[O:20])=[CH:15][CH:14]=1. (5) Given the product [Cl:19][C:15]1[CH:14]=[C:13]([C:11]#[C:12][C:2]2[C:7]([NH2:8])=[C:6]([CH3:9])[CH:5]=[C:4]([CH3:10])[N:3]=2)[CH:18]=[CH:17][CH:16]=1, predict the reactants needed to synthesize it. The reactants are: Br[C:2]1[C:7]([NH2:8])=[C:6]([CH3:9])[CH:5]=[C:4]([CH3:10])[N:3]=1.[C:11]([C:13]1[CH:18]=[CH:17][CH:16]=[C:15]([Cl:19])[CH:14]=1)#[CH:12].